Dataset: Reaction yield outcomes from USPTO patents with 853,638 reactions. Task: Predict the reaction yield, written as a fraction of the theoretical maximum amount of product (1.0 means a 100% yield; for example, 0.34 means a 34% yield). (1) The reactants are N1(CCS(N2CCC(C3[C:25]4[C:20](=[C:21]([C:31](N)=[O:32])[CH:22]=[C:23](C5C=CSC=5)[CH:24]=4)NC=3)CC2)(=O)=O)CCCC1.Br[C:35]1[CH:36]=[C:37]2[C:41](=[C:42]([C:44]([NH2:46])=[O:45])[CH:43]=1)[NH:40][CH:39]=[C:38]2[CH:47]1[CH2:52][CH2:51][N:50]([S:53]([CH2:56][CH2:57][CH2:58][NH:59][CH:60]2[CH2:64][CH2:63][CH2:62][CH2:61]2)(=[O:55])=[O:54])[CH2:49][CH2:48]1.OCC1C=C(B(O)O)C=CC=1.C(=O)([O-])[O-].[Cs+].[Cs+]. The catalyst is C1C=CC([P]([Pd]([P](C2C=CC=CC=2)(C2C=CC=CC=2)C2C=CC=CC=2)([P](C2C=CC=CC=2)(C2C=CC=CC=2)C2C=CC=CC=2)[P](C2C=CC=CC=2)(C2C=CC=CC=2)C2C=CC=CC=2)(C2C=CC=CC=2)C2C=CC=CC=2)=CC=1. The product is [CH:60]1([NH:59][CH2:58][CH2:57][CH2:56][S:53]([N:50]2[CH2:49][CH2:48][CH:47]([C:38]3[C:37]4[C:41](=[C:42]([C:44]([NH2:46])=[O:45])[CH:43]=[C:35]([C:25]5[CH:24]=[CH:23][CH:22]=[C:21]([CH2:31][OH:32])[CH:20]=5)[CH:36]=4)[NH:40][CH:39]=3)[CH2:52][CH2:51]2)(=[O:54])=[O:55])[CH2:64][CH2:63][CH2:62][CH2:61]1. The yield is 0.340. (2) The reactants are [CH2:1]([OH:5])[CH2:2][CH2:3][CH3:4].N#N.[H-].[Na+].Cl[C:11]1[N:16]=[C:15]([Cl:17])[CH:14]=[C:13]([N:18]2[CH2:23][CH2:22][O:21][CH2:20][CH2:19]2)[N:12]=1. The catalyst is CN(C=O)C. The product is [CH2:1]([O:5][C:11]1[N:16]=[C:15]([Cl:17])[CH:14]=[C:13]([N:18]2[CH2:23][CH2:22][O:21][CH2:20][CH2:19]2)[N:12]=1)[CH2:2][CH2:3][CH3:4]. The yield is 0.600. (3) The reactants are [Cl:1][C:2]1[CH:10]=[C:9]2[C:5]([CH:6]=[C:7]([C:11]([O:13][CH2:14][CH3:15])=[O:12])[NH:8]2)=[CH:4][CH:3]=1.P(Cl)(Cl)(Cl)=O.CN(C)[CH:23]=[O:24]. No catalyst specified. The product is [Cl:1][C:2]1[CH:10]=[C:9]2[C:5]([C:6]([CH:23]=[O:24])=[C:7]([C:11]([O:13][CH2:14][CH3:15])=[O:12])[NH:8]2)=[CH:4][CH:3]=1. The yield is 0.620. (4) The reactants are [F:1][C:2]1[C:7]2[C:8](=O)[O:9]C(=O)[NH:11][C:6]=2[CH:5]=[CH:4][CH:3]=1.[CH3:14][NH2:15]. The catalyst is O. The product is [NH2:11][C:6]1[CH:5]=[CH:4][CH:3]=[C:2]([F:1])[C:7]=1[C:8]([NH:15][CH3:14])=[O:9]. The yield is 0.860. (5) The reactants are [Cl:1][C:2]1[CH:7]=[CH:6][CH:5]=[C:4]([N+:8]([O-:10])=[O:9])[C:3]=1Cl.[C:12]([O:16][C:17]([N:19]1[CH2:24][CH2:23][NH:22][CH2:21][CH2:20]1)=[O:18])([CH3:15])([CH3:14])[CH3:13].C([O-])([O-])=O.[K+].[K+]. The product is [C:12]([O:16][C:17]([N:19]1[CH2:24][CH2:23][N:22]([C:3]2[C:4]([N+:8]([O-:10])=[O:9])=[CH:5][CH:6]=[CH:7][C:2]=2[Cl:1])[CH2:21][CH2:20]1)=[O:18])([CH3:15])([CH3:13])[CH3:14]. The catalyst is C(#N)C. The yield is 0.700. (6) The reactants are [ClH:1].[P:2]([O:14][CH2:15][C@@H:16]1[CH2:20][CH2:19][CH2:18][N:17]1[CH2:21][CH2:22][CH2:23][O:24][C:25]1[CH:34]=[C:33]2[C:28]([C:29]([NH:35][C:36]3[S:37][C:38]([CH2:41][C:42]([NH:44][C:45]4[CH:50]=[CH:49][CH:48]=[C:47]([F:51])[CH:46]=4)=[O:43])=[CH:39][N:40]=3)=[N:30][CH:31]=[N:32]2)=[CH:27][C:26]=1[O:52][CH3:53])([O:9]C(C)(C)C)([O:4]C(C)(C)C)=[O:3]. The catalyst is O1CCOCC1. The product is [ClH:1].[ClH:1].[P:2]([OH:4])([OH:9])([O:14][CH2:15][C@@H:16]1[CH2:20][CH2:19][CH2:18][N:17]1[CH2:21][CH2:22][CH2:23][O:24][C:25]1[CH:34]=[C:33]2[C:28]([C:29]([NH:35][C:36]3[S:37][C:38]([CH2:41][C:42]([NH:44][C:45]4[CH:50]=[CH:49][CH:48]=[C:47]([F:51])[CH:46]=4)=[O:43])=[CH:39][N:40]=3)=[N:30][CH:31]=[N:32]2)=[CH:27][C:26]=1[O:52][CH3:53])=[O:3]. The yield is 0.970.